This data is from Full USPTO retrosynthesis dataset with 1.9M reactions from patents (1976-2016). The task is: Predict the reactants needed to synthesize the given product. (1) Given the product [CH3:1][N:2]1[C:10]2[C:5](=[CH:6][CH:7]=[CH:8][CH:9]=2)[C:4]([C:11]2[C:12](=[O:26])[NH:27][C:14](=[O:25])[C:15]=2[C:16]2[CH:21]=[CH:20][CH:19]=[C:18]([N+:22]([O-:24])=[O:23])[CH:17]=2)=[CH:3]1, predict the reactants needed to synthesize it. The reactants are: [CH3:1][N:2]1[C:10]2[C:5](=[CH:6][CH:7]=[CH:8][CH:9]=2)[C:4]([C:11]2[C:12](=[O:26])O[C:14](=[O:25])[C:15]=2[C:16]2[CH:21]=[CH:20][CH:19]=[C:18]([N+:22]([O-:24])=[O:23])[CH:17]=2)=[CH:3]1.[NH3:27].O. (2) Given the product [CH3:1][O:2][C:3]([C:5]1[C:10]([NH2:11])=[N:9][CH:8]=[C:7]([C:19](=[O:21])[CH3:20])[N:6]=1)=[O:4], predict the reactants needed to synthesize it. The reactants are: [CH3:1][O:2][C:3]([C:5]1[C:10]([NH:11]C(OC(C)(C)C)=O)=[N:9][CH:8]=[C:7]([C:19](=[O:21])[CH3:20])[N:6]=1)=[O:4].Cl. (3) Given the product [O:15]1[C:19]2[CH:20]=[CH:21][C:22]([C:24]3[NH:14][C:6]4[N:5]([N:4]=[C:3]([O:2][CH3:1])[C:7]=4[C:8]4[CH:13]=[CH:12][CH:11]=[CH:10][N:9]=4)[C:26](=[O:27])[CH:25]=3)=[CH:23][C:18]=2[O:17][CH2:16]1, predict the reactants needed to synthesize it. The reactants are: [CH3:1][O:2][C:3]1[C:7]([C:8]2[CH:13]=[CH:12][CH:11]=[CH:10][N:9]=2)=[C:6]([NH2:14])[NH:5][N:4]=1.[O:15]1[C:19]2[CH:20]=[CH:21][C:22]([C:24](=O)[CH2:25][C:26](OCC)=[O:27])=[CH:23][C:18]=2[O:17][CH2:16]1.CC1C=CC(S(O)(=O)=O)=CC=1. (4) Given the product [CH3:1][O:2][C:3]([C@H:4]1[C@H:5]([CH3:6])[O:7][C@@H:28]([CH2:29][I:37])[CH2:27][N:8]1[S:9][C:12]1[CH:17]=[CH:16][C:15]([O:18][CH2:19][C:20]2[CH:25]=[CH:24][C:23]([F:26])=[CH:22][CH:21]=2)=[CH:14][CH:13]=1)=[O:30], predict the reactants needed to synthesize it. The reactants are: [CH3:1][O:2][C:3](=[O:30])[C@H:4]([N:8]([CH2:27][CH:28]=[CH2:29])[S:9]([C:12]1[CH:17]=[CH:16][C:15]([O:18][CH2:19][C:20]2[CH:25]=[CH:24][C:23]([F:26])=[CH:22][CH:21]=2)=[CH:14][CH:13]=1)(=O)=O)[C@@H:5]([OH:7])[CH3:6].C(=O)([O-])[O-].[K+].[K+].[I:37]I. (5) Given the product [CH:1]1(/[C:7](/[CH2:14][CH3:15])=[CH:8]/[CH2:9][OH:10])[CH2:6][CH2:5][CH2:4][CH2:3][CH2:2]1, predict the reactants needed to synthesize it. The reactants are: [CH:1]1(/[C:7](/[CH2:14][CH3:15])=[CH:8]/[C:9](OCC)=[O:10])[CH2:6][CH2:5][CH2:4][CH2:3][CH2:2]1.[H-].[Al+3].[Li+].[H-].[H-].[H-].